Dataset: Catalyst prediction with 721,799 reactions and 888 catalyst types from USPTO. Task: Predict which catalyst facilitates the given reaction. Reactant: C(N(CC)CC)C.[CH3:8][O:9][C:10]1[CH:11]=[C:12]([CH:15]=[CH:16][C:17]=1[N:18]1[CH:22]=[C:21]([CH3:23])[N:20]=[CH:19]1)[CH2:13][NH2:14].C1([O:30][C:31](=O)[NH:32][C@H:33]([C:35]2[CH:40]=[CH:39][C:38]([F:41])=[CH:37][CH:36]=2)[CH3:34])C=CC=CC=1.O. Product: [F:41][C:38]1[CH:37]=[CH:36][C:35]([C@@H:33]([NH:32][C:31]([NH:14][CH2:13][C:12]2[CH:15]=[CH:16][C:17]([N:18]3[CH:22]=[C:21]([CH3:23])[N:20]=[CH:19]3)=[C:10]([O:9][CH3:8])[CH:11]=2)=[O:30])[CH3:34])=[CH:40][CH:39]=1. The catalyst class is: 39.